This data is from Forward reaction prediction with 1.9M reactions from USPTO patents (1976-2016). The task is: Predict the product of the given reaction. (1) Given the reactants [Si]([O:8][CH2:9][C:10]1[N:15]=[C:14]([C:16]#[N:17])[C:13]([C:18]([F:21])([F:20])[F:19])=[CH:12][CH:11]=1)(C(C)(C)C)(C)C.Cl, predict the reaction product. The product is: [OH:8][CH2:9][C:10]1[N:15]=[C:14]([C:16]#[N:17])[C:13]([C:18]([F:21])([F:19])[F:20])=[CH:12][CH:11]=1. (2) Given the reactants [NH2:1][C:2]1[C:7]([NH:8][CH2:9][C:10](OCC)=[O:11])=[CH:6][CH:5]=[C:4]([Cl:15])[N:3]=1.[H-].[Na+].Cl, predict the reaction product. The product is: [Cl:15][C:4]1[CH:5]=[CH:6][C:7]2[NH:8][CH2:9][C:10](=[O:11])[NH:1][C:2]=2[N:3]=1. (3) Given the reactants [Br:1][C:2]1[CH:3]=[C:4]([OH:8])[CH:5]=[CH:6][CH:7]=1.O[CH2:10][CH2:11][N:12]1[C:16](=[O:17])[C:15]2=[CH:18][CH:19]=[CH:20][CH:21]=[C:14]2[C:13]1=[O:22].C1(P(C2C=CC=CC=2)C2C=CC=CC=2)C=CC=CC=1.N(C(OCC)=O)=NC(OCC)=O, predict the reaction product. The product is: [Br:1][C:2]1[CH:3]=[C:4]([CH:5]=[CH:6][CH:7]=1)[O:8][CH2:10][CH2:11][N:12]1[C:16](=[O:17])[C:15]2=[CH:18][CH:19]=[CH:20][CH:21]=[C:14]2[C:13]1=[O:22]. (4) Given the reactants [Cl:1][C:2]1[CH:9]=[CH:8][C:5]([CH:6]=O)=[C:4]([NH2:10])[CH:3]=1.[CH2:11]([O:13][C:14](=[O:18])[CH:15]=[CH:16]O)[CH3:12].[Na], predict the reaction product. The product is: [CH2:11]([O:13][C:14]([C:15]1[CH:16]=[N:10][C:4]2[C:5]([CH:6]=1)=[CH:8][CH:9]=[C:2]([Cl:1])[CH:3]=2)=[O:18])[CH3:12]. (5) Given the reactants Br[C:2]1[CH:3]=[C:4]([CH:7]=[C:8]([Br:10])[CH:9]=1)[C:5]#[N:6].[CH3:11][O:12][C:13](=[O:24])[CH2:14][CH2:15][C:16]1[CH:21]=[CH:20][C:19]([OH:22])=[CH:18][C:17]=1[CH3:23], predict the reaction product. The product is: [CH3:11][O:12][C:13](=[O:24])[CH2:14][CH2:15][C:16]1[CH:21]=[CH:20][C:19]([O:22][C:2]2[CH:3]=[C:4]([C:5]#[N:6])[CH:7]=[C:8]([Br:10])[CH:9]=2)=[CH:18][C:17]=1[CH3:23].